From a dataset of Reaction yield outcomes from USPTO patents with 853,638 reactions. Predict the reaction yield, written as a fraction of the theoretical maximum amount of product (1.0 means a 100% yield; for example, 0.34 means a 34% yield). (1) The yield is 0.670. The reactants are CCN=C=NCCCN(C)C.Cl.Cl.[CH3:14][O:15][C:16](=[O:24])[C@@H:17]([NH2:23])[C@H:18]([N:20]=[N+:21]=[N-:22])[CH3:19].C1C=CC2N(O)N=NC=2C=1.[CH2:35]([C:37]1[CH:42]=[CH:41][C:40]([C:43]2[CH:48]=[CH:47][C:46]([C:49](O)=[O:50])=[CH:45][CH:44]=2)=[CH:39][CH:38]=1)[CH3:36].CCN(C(C)C)C(C)C. The product is [CH3:14][O:15][C:16](=[O:24])[C@@H:17]([NH:23][C:49]([C:46]1[CH:45]=[CH:44][C:43]([C:40]2[CH:41]=[CH:42][C:37]([CH2:35][CH3:36])=[CH:38][CH:39]=2)=[CH:48][CH:47]=1)=[O:50])[C@H:18]([N:20]=[N+:21]=[N-:22])[CH3:19]. The catalyst is C(Cl)Cl.CCCCCC.CCOC(C)=O. (2) The reactants are [N:1]1([CH2:6][C:7]2[CH:12]=[CH:11][C:10]([CH2:13]O)=[CH:9][CH:8]=2)[CH:5]=[CH:4][N:3]=[CH:2]1.[C:15]1([NH:21][OH:22])[CH:20]=[CH:19][CH:18]=[CH:17][CH:16]=1. The catalyst is C(O)C. The product is [N:1]1([CH2:6][C:7]2[CH:12]=[CH:11][C:10]([CH:13]=[N+:21]([O-:22])[C:15]3[CH:20]=[CH:19][CH:18]=[CH:17][CH:16]=3)=[CH:9][CH:8]=2)[CH:5]=[CH:4][N:3]=[CH:2]1. The yield is 0.890. (3) The reactants are [CH2:1]([C:3]1[NH:7][N:6]=[N:5][C:4]=1[C:8]([O:10][CH2:11][CH3:12])=[O:9])[CH3:2].[C:13](O)([CH3:16])([CH3:15])[CH3:14].S(=O)(=O)(O)O. The catalyst is FC(F)(F)C(O)=O. The product is [CH3:14][C:13]([N:6]1[N:5]=[C:4]([C:8]([O:10][CH2:11][CH3:12])=[O:9])[C:3]([CH2:1][CH3:2])=[N:7]1)([CH3:16])[CH3:15]. The yield is 0.640. (4) The reactants are [Cl-].O[NH3+:3].[C:4](=[O:7])([O-])[OH:5].[Na+].CS(C)=O.[F:13][C:14]1[CH:15]=[C:16]([C:42]2[C:43]([C:48]#[N:49])=[CH:44][CH:45]=[CH:46][CH:47]=2)[CH:17]=[CH:18][C:19]=1[CH2:20][N:21]1[C:26](=[O:27])[C:25]([C:28]2[CH:29]=[N:30][C:31]([O:34][CH:35]([CH3:37])[CH3:36])=[CH:32][CH:33]=2)=[C:24]([CH3:38])[N:23]=[C:22]1[CH2:39][CH2:40][CH3:41]. The catalyst is C(OCC)(=O)C. The product is [F:13][C:14]1[CH:15]=[C:16]([C:42]2[CH:47]=[CH:46][CH:45]=[CH:44][C:43]=2[C:48]2[NH:3][C:4](=[O:7])[O:5][N:49]=2)[CH:17]=[CH:18][C:19]=1[CH2:20][N:21]1[C:26](=[O:27])[C:25]([C:28]2[CH:29]=[N:30][C:31]([O:34][CH:35]([CH3:36])[CH3:37])=[CH:32][CH:33]=2)=[C:24]([CH3:38])[N:23]=[C:22]1[CH2:39][CH2:40][CH3:41]. The yield is 0.740. (5) The reactants are Cl[C:2]1[C:11]2[C:6](=[CH:7][CH:8]=[CH:9][CH:10]=2)[C:5]([Cl:12])=[N:4][N:3]=1.[CH3:13][C@H:14]1[CH2:19][NH:18][CH2:17][CH2:16][N:15]1[C:20]([O:22][C:23]([CH3:26])([CH3:25])[CH3:24])=[O:21].C(N(CC)CC)C.O. The catalyst is CS(C)=O. The product is [Cl:12][C:5]1[C:6]2[C:11](=[CH:10][CH:9]=[CH:8][CH:7]=2)[C:2]([N:18]2[CH2:17][CH2:16][N:15]([C:20]([O:22][C:23]([CH3:26])([CH3:25])[CH3:24])=[O:21])[C@@H:14]([CH3:13])[CH2:19]2)=[N:3][N:4]=1. The yield is 0.460.